This data is from Reaction yield outcomes from USPTO patents with 853,638 reactions. The task is: Predict the reaction yield, written as a fraction of the theoretical maximum amount of product (1.0 means a 100% yield; for example, 0.34 means a 34% yield). (1) The reactants are O1CCCC1.CS(C)=O.[N:10]1[CH:15]=[CH:14][CH:13]=[CH:12][C:11]=1[CH2:16][CH2:17][C:18]1[CH:23]=[CH:22][C:21](/[CH:24]=[CH:25]/[N+:26]([O-:28])=[O:27])=[CH:20][CH:19]=1.C(O)(=O)C.[BH4-].[Na+]. The catalyst is O. The product is [N:10]1[CH:15]=[CH:14][CH:13]=[CH:12][C:11]=1[CH2:16][CH2:17][C:18]1[CH:19]=[CH:20][C:21]([CH2:24][CH2:25][N+:26]([O-:28])=[O:27])=[CH:22][CH:23]=1. The yield is 0.740. (2) The reactants are [C@@H:1]1([N:9]2[CH:16]=[CH:15][C:13](=[O:14])[NH:12][C:10]2=[O:11])[O:8][C@H:5]([CH2:6][OH:7])[C@@H:3]([OH:4])[CH2:2]1.C([C:26](Cl)([C:33]1[CH:38]=[CH:37][CH:36]=[CH:35][CH:34]=1)[C:27]1[CH:32]=[CH:31][CH:30]=[CH:29][CH:28]=1)C1C=CC(OC)=CC=1.CCO[C:43]([CH3:45])=O.CO.N1C=[CH:52][CH:51]=[CH:50][CH:49]=1. No catalyst specified. The product is [OH:4][CH:3]1[CH:5]([CH2:6][O:7][C:26]([C:43]2[CH:45]=[CH:52][CH:51]=[CH:50][CH:49]=2)([C:27]2[CH:32]=[CH:31][CH:30]=[CH:29][CH:28]=2)[C:33]2[CH:38]=[CH:37][CH:36]=[CH:35][CH:34]=2)[O:8][CH:1]([N:9]2[CH:16]=[CH:15][C:13](=[O:14])[NH:12][C:10]2=[O:11])[CH2:2]1. The yield is 0.990. (3) The reactants are [CH3:1][C:2]1[S:3][C:4](C(O)=O)=[C:5]([C:7]2[CH:12]=[CH:11][CH:10]=[CH:9][C:8]=2[CH3:13])[N:6]=1.C1(P(N=[N+]=[N-])(C2C=CC=CC=2)=[O:24])C=CC=CC=1.C([N:36]([CH2:39]C)CC)C.[C:41]([OH:45])([CH3:44])([CH3:43])[CH3:42]. The catalyst is O. The product is [C:41]([O:45][C:39](=[O:24])[NH:36][C:4]1[S:3][C:2]([CH3:1])=[N:6][C:5]=1[C:7]1[CH:12]=[CH:11][CH:10]=[CH:9][C:8]=1[CH3:13])([CH3:44])([CH3:43])[CH3:42]. The yield is 0.900. (4) The reactants are [F:1][C:2]1[C:7]2[C:8]([C:18](=[O:21])[NH:19][CH3:20])=[C:9]([C:11]3[CH:16]=[CH:15][C:14]([F:17])=[CH:13][CH:12]=3)[O:10][C:6]=2[CH:5]=[CH:4][C:3]=1[C:22]1[CH:23]=[C:24]([CH:28]=[CH:29][C:30]=1[CH3:31])[C:25](O)=[O:26].C([N:34]([CH:38]([CH3:40])[CH3:39])C(C)C)C.CN(C(O[N:49]1N=N[C:51]2[CH:52]=[CH:53][CH:54]=[N:55][C:50]1=2)=[N+](C)C)C.F[P-](F)(F)(F)(F)F.[C:65](O)([C:67](F)(F)F)=O.[CH3:72]N(C=O)C. No catalyst specified. The product is [N:49]1[C:50]2[C:51](=[CH:52][CH:53]=[CH:54][N:55]=2)[CH:67]=[CH:65][C:72]=1[C:38]1([NH:34][C:25]([C:24]2[CH:28]=[CH:29][C:30]([CH3:31])=[C:22]([C:3]3[CH:4]=[CH:5][C:6]4[O:10][C:9]([C:11]5[CH:12]=[CH:13][C:14]([F:17])=[CH:15][CH:16]=5)=[C:8]([C:18]([NH:19][CH3:20])=[O:21])[C:7]=4[C:2]=3[F:1])[CH:23]=2)=[O:26])[CH2:39][CH2:40]1. The yield is 0.960. (5) The reactants are [F:1][C:2]1[CH:7]=[CH:6][C:5]([C:8]2[S:9][C:10]([C:13]([C:16]3[CH:21]=[CH:20][N:19]=[CH:18][CH:17]=3)([OH:15])[CH3:14])=[CH:11][N:12]=2)=[CH:4][CH:3]=1.[ClH:22].O1CCOCC1. The catalyst is C(O)C. The product is [ClH:22].[F:1][C:2]1[CH:7]=[CH:6][C:5]([C:8]2[S:9][C:10]([C:13]([C:16]3[CH:17]=[CH:18][N:19]=[CH:20][CH:21]=3)([OH:15])[CH3:14])=[CH:11][N:12]=2)=[CH:4][CH:3]=1. The yield is 0.710. (6) The reactants are [CH2:1]([C:5]1[C:10]([CH3:11])=[C:9]([O:12][CH3:13])[C:8]([CH3:14])=[C:7]([CH3:15])[C:6]=1[O:16][CH3:17])[CH2:2][CH:3]=[CH2:4].C12BC(CCC1)CCC2.[OH-].[Na+].OO.B.C([O-])([O-])=[O:33].[K+].[K+].C(OC(C)C)(=O)C. The catalyst is C1COCC1. The product is [CH3:17][O:16][C:6]1[C:7]([CH3:15])=[C:8]([CH3:14])[C:9]([O:12][CH3:13])=[C:10]([CH3:11])[C:5]=1[CH2:1][CH2:2][CH2:3][CH2:4][OH:33]. The yield is 0.603. (7) The product is [CH3:36][C@H:16]1[C:17]2[C:22]([N:23]3[CH2:28][CH2:27][N:26]([C:29]([O:31][C:32]([CH3:35])([CH3:34])[CH3:33])=[O:30])[CH2:25][CH2:24]3)=[N:21][CH:20]=[N:19][C:18]=2[C@H:14]([O:13][C:8](=[O:9])[C:7]2[CH:6]=[CH:5][C:4]([N+:1]([O-:3])=[O:2])=[CH:12][CH:11]=2)[CH2:15]1. The yield is 0.845. The reactants are [N+:1]([C:4]1[CH:12]=[CH:11][C:7]([C:8](Cl)=[O:9])=[CH:6][CH:5]=1)([O-:3])=[O:2].[OH:13][C@H:14]1[C:18]2[N:19]=[CH:20][N:21]=[C:22]([N:23]3[CH2:28][CH2:27][N:26]([C:29]([O:31][C:32]([CH3:35])([CH3:34])[CH3:33])=[O:30])[CH2:25][CH2:24]3)[C:17]=2[C@H:16]([CH3:36])[CH2:15]1.C(N(CC)CC)C.C([O-])(O)=O.[Na+]. The catalyst is C(Cl)Cl.